The task is: Predict the reactants needed to synthesize the given product.. This data is from Full USPTO retrosynthesis dataset with 1.9M reactions from patents (1976-2016). (1) Given the product [F:13][C:11]([F:12])([O:10][C:6]([F:7])([F:8])[F:9])[C:14]([F:15])([F:16])[C:17](=[O:18])[C:23]([F:24])([C:25]([F:28])([F:27])[F:26])[C:20]([F:1])([F:22])[F:21], predict the reactants needed to synthesize it. The reactants are: [F-:1].[K+].C(=O)=O.[C:6]([O:10][C:11]([C:14]([C:17](F)=[O:18])([F:16])[F:15])([F:13])[F:12])([F:9])([F:8])[F:7].[C:20](=[C:23]([C:25]([F:28])([F:27])[F:26])[F:24])([F:22])[F:21]. (2) Given the product [CH2:20]([O:19][C:17]([C:16]1[C:12]2[CH2:11][O:10][C:5]3[CH:6]=[C:7]([O:8][CH3:9])[C:2]([CH:3]=[C:4]([CH3:13])[CH3:5])=[CH:3][C:4]=3[C:13]=2[N:14]([C:22]2[S:23][CH:24]=[CH:25][CH:26]=2)[N:15]=1)=[O:18])[CH3:21], predict the reactants needed to synthesize it. The reactants are: Br[C:2]1[C:7]([O:8][CH3:9])=[CH:6][C:5]2[O:10][CH2:11][C:12]3[C:16]([C:17]([O:19][CH2:20][CH3:21])=[O:18])=[N:15][N:14]([C:22]4[S:23][CH:24]=[CH:25][CH:26]=4)[C:13]=3[C:4]=2[CH:3]=1.[O-]P(OP(OP([O-])([O-])=O)([O-])=O)(=O)[O-].[K+].[K+].[K+].[K+].[K+]. (3) Given the product [F:8][C:5]1[CH:4]=[C:3]([OH:9])[C:2]([F:1])=[CH:7][C:6]=1[C:12](=[O:25])[CH2:13][C:14]1[CH:23]=[CH:22][C:17]([C:18]([OH:20])=[O:19])=[CH:16][C:15]=1[F:24], predict the reactants needed to synthesize it. The reactants are: [F:1][C:2]1[CH:7]=[CH:6][C:5]([F:8])=[CH:4][C:3]=1[O:9]C.Cl[C:12](=[O:25])[CH2:13][C:14]1[CH:23]=[CH:22][C:17]([C:18]([O:20]C)=[O:19])=[CH:16][C:15]=1[F:24]. (4) Given the product [CH2:26]([NH:33][C:34]([NH:1][C:2]1[CH:3]=[CH:4][C:5]([N:8]2[CH2:9][CH2:10][N:11]([C:14](=[O:15])[C:16]3[CH:21]=[CH:20][CH:19]=[CH:18][C:17]=3[C:22]([F:25])([F:24])[F:23])[CH2:12][CH2:13]2)=[CH:6][N:7]=1)=[O:35])[C:27]1[CH:32]=[CH:31][CH:30]=[CH:29][CH:28]=1, predict the reactants needed to synthesize it. The reactants are: [NH2:1][C:2]1[N:7]=[CH:6][C:5]([N:8]2[CH2:13][CH2:12][N:11]([C:14]([C:16]3[CH:21]=[CH:20][CH:19]=[CH:18][C:17]=3[C:22]([F:25])([F:24])[F:23])=[O:15])[CH2:10][CH2:9]2)=[CH:4][CH:3]=1.[CH2:26]([N:33]=[C:34]=[O:35])[C:27]1[CH:32]=[CH:31][CH:30]=[CH:29][CH:28]=1. (5) Given the product [O:10]([C:17]1[CH:18]=[C:19]([CH:32]=[CH:33][CH:34]=1)[CH2:20][O:21][C:22]12[CH2:28][C:25]([CH2:29][CH:30]=[O:37])([CH2:26][CH2:27]1)[CH2:24][CH2:23]2)[C:11]1[CH:16]=[CH:15][CH:14]=[CH:13][CH:12]=1, predict the reactants needed to synthesize it. The reactants are: CC(C[AlH]CC(C)C)C.[O:10]([C:17]1[CH:18]=[C:19]([CH:32]=[CH:33][CH:34]=1)[CH2:20][O:21][C:22]12[CH2:28][C:25]([CH2:29][C:30]#N)([CH2:26][CH2:27]1)[CH2:24][CH2:23]2)[C:11]1[CH:16]=[CH:15][CH:14]=[CH:13][CH:12]=1.CC[O:37]C(C)=O.CCCCCC. (6) Given the product [OH:1][C:2]([CH3:39])([CH3:38])[CH2:3][O:4][C:5]1[N:10]=[CH:9][C:8]([C:11]2[CH:12]=[C:13]([CH:31]=[CH:32][CH:33]=2)[CH2:14][O:15][C:16]2[N:21]=[CH:20][C:19]3[C@@H:22]4[C@@H:25]([C:26]([OH:28])=[O:27])[C@@H:23]4[CH2:24][C:18]=3[CH:17]=2)=[C:7]([C:34]([F:36])([F:37])[F:35])[CH:6]=1, predict the reactants needed to synthesize it. The reactants are: [OH:1][C:2]([CH3:39])([CH3:38])[CH2:3][O:4][C:5]1[N:10]=[CH:9][C:8]([C:11]2[CH:12]=[C:13]([CH:31]=[CH:32][CH:33]=2)[CH2:14][O:15][C:16]2[N:21]=[CH:20][C:19]3[C@@H:22]4[C@@H:25]([C:26]([O:28]CC)=[O:27])[C@@H:23]4[CH2:24][C:18]=3[CH:17]=2)=[C:7]([C:34]([F:37])([F:36])[F:35])[CH:6]=1.O[Li].O.Cl. (7) Given the product [CH3:24][C:23]1[CH:22]=[C:21]([N+:25]([O-:27])=[O:26])[CH:20]=[C:19]([CH3:28])[C:18]=1[N:6]1[CH:7]=[C:3]([C:2]([F:9])([F:8])[F:1])[N:4]=[CH:5]1, predict the reactants needed to synthesize it. The reactants are: [F:1][C:2]([F:9])([F:8])[C:3]1[N:4]=[CH:5][NH:6][CH:7]=1.[H-].[Na+].FC(F)(F)S(O[C:18]1[C:23]([CH3:24])=[CH:22][C:21]([N+:25]([O-:27])=[O:26])=[CH:20][C:19]=1[CH3:28])(=O)=O. (8) Given the product [CH3:12][O:11][C:4]1[CH:3]=[C:2]([N:16]2[CH2:15][CH2:14][N:13]([CH:19]([CH2:20][OH:21])[CH2:22][OH:23])[CH2:18][CH2:17]2)[CH:7]=[CH:6][C:5]=1[N+:8]([O-:10])=[O:9], predict the reactants needed to synthesize it. The reactants are: F[C:2]1[CH:7]=[CH:6][C:5]([N+:8]([O-:10])=[O:9])=[C:4]([O:11][CH3:12])[CH:3]=1.[N:13]1([CH:19]([CH2:22][OH:23])[CH2:20][OH:21])[CH2:18][CH2:17][NH:16][CH2:15][CH2:14]1.C(N(CC)C(C)C)(C)C.